Predict the product of the given reaction. From a dataset of Forward reaction prediction with 1.9M reactions from USPTO patents (1976-2016). (1) Given the reactants [NH2:1][C@:2]12[CH2:37][CH2:36][C@@H:35]([C:38]([CH3:40])=[CH2:39])[C@@H:3]1[C@@H:4]1[C@@:17]([CH3:20])([CH2:18][CH2:19]2)[C@@:16]2([CH3:21])[C@@H:7]([C@:8]3([CH3:34])[C@@H:13]([CH2:14][CH2:15]2)[C:12]([CH3:23])([CH3:22])[C:11]([C:24]2[CH:33]=[CH:32][C:27]([C:28]([O:30]C)=[O:29])=[CH:26][CH:25]=2)=[CH:10][CH2:9]3)[CH2:6][CH2:5]1.CN(C)CCC(N[C@]12CC[C@@H](C(C)=C)[C@@H]1[C@@H]1[C@@](C)(CC2)[C@@]2(C)[C@@H]([C@]3(C)[C@@H](CC2)C(C)(C)C(C2C=CC(C(O)=O)=CC=2)=CC3)CC1)=O.Cl.[N:88]1([CH2:93][C:94](O)=[O:95])[CH:92]=[CH:91][N:90]=[N:89]1, predict the reaction product. The product is: [N:88]1([CH2:93][C:94]([NH:1][C@:2]23[CH2:37][CH2:36][C@@H:35]([C:38]([CH3:40])=[CH2:39])[C@@H:3]2[C@@H:4]2[C@@:17]([CH3:20])([CH2:18][CH2:19]3)[C@@:16]3([CH3:21])[C@@H:7]([C@:8]4([CH3:34])[C@@H:13]([CH2:14][CH2:15]3)[C:12]([CH3:22])([CH3:23])[C:11]([C:24]3[CH:25]=[CH:26][C:27]([C:28]([OH:30])=[O:29])=[CH:32][CH:33]=3)=[CH:10][CH2:9]4)[CH2:6][CH2:5]2)=[O:95])[CH:92]=[CH:91][N:90]=[N:89]1. (2) Given the reactants [O:1]=[S:2]1(=[O:18])[N:7]([C:8]2[CH:16]=[CH:15][C:11]([C:12]([OH:14])=O)=[C:10]([F:17])[CH:9]=2)[CH2:6][CH2:5][O:4][CH2:3]1.[NH2:19][C:20]1[CH:21]=[CH:22][C:23]([Cl:35])=[C:24]([NH:26][C:27](=[O:34])[C:28]2[CH:33]=[CH:32][CH:31]=[CH:30][CH:29]=2)[CH:25]=1.CN(C(ON1N=NC2C=CC=NC1=2)=[N+](C)C)C.F[P-](F)(F)(F)(F)F.CCN(C(C)C)C(C)C, predict the reaction product. The product is: [C:27]([NH:26][C:24]1[CH:25]=[C:20]([NH:19][C:12](=[O:14])[C:11]2[CH:15]=[CH:16][C:8]([N:7]3[CH2:6][CH2:5][O:4][CH2:3][S:2]3(=[O:1])=[O:18])=[CH:9][C:10]=2[F:17])[CH:21]=[CH:22][C:23]=1[Cl:35])(=[O:34])[C:28]1[CH:29]=[CH:30][CH:31]=[CH:32][CH:33]=1. (3) Given the reactants [OH:1][CH2:2][CH2:3][N:4]([CH3:15])[C:5](=[O:14])[O:6][CH2:7][C:8]1[CH:13]=[CH:12][CH:11]=[CH:10][CH:9]=1.CC(OI1(OC(C)=O)(OC(C)=O)OC(=O)C2C=CC=CC1=2)=O, predict the reaction product. The product is: [CH3:15][N:4]([CH2:3][CH:2]=[O:1])[C:5](=[O:14])[O:6][CH2:7][C:8]1[CH:9]=[CH:10][CH:11]=[CH:12][CH:13]=1. (4) Given the reactants Cl[C:2]1[N:7]2[N:8]=[C:9]([C:14]3[CH:19]=[CH:18][C:17]([F:20])=[CH:16][CH:15]=3)[C:10]([C:11](=[O:13])[CH3:12])=[C:6]2[CH:5]=[CH:4][CH:3]=1.C(=O)([O-])[O-].[K+].[K+], predict the reaction product. The product is: [CH2:6]([NH:7][C:2]1[N:7]2[N:8]=[C:9]([C:14]3[CH:19]=[CH:18][C:17]([F:20])=[CH:16][CH:15]=3)[C:10]([C:11](=[O:13])[CH3:12])=[C:6]2[CH:5]=[CH:4][CH:3]=1)[CH2:5][CH2:4][CH3:3].